Dataset: NCI-60 drug combinations with 297,098 pairs across 59 cell lines. Task: Regression. Given two drug SMILES strings and cell line genomic features, predict the synergy score measuring deviation from expected non-interaction effect. (1) Drug 1: CCCS(=O)(=O)NC1=C(C(=C(C=C1)F)C(=O)C2=CNC3=C2C=C(C=N3)C4=CC=C(C=C4)Cl)F. Drug 2: C1CC(=O)NC(=O)C1N2C(=O)C3=CC=CC=C3C2=O. Cell line: K-562. Synergy scores: CSS=5.61, Synergy_ZIP=3.90, Synergy_Bliss=7.06, Synergy_Loewe=-40.1, Synergy_HSA=3.93. (2) Drug 1: C1=NC2=C(N1)C(=S)N=CN2. Drug 2: CC1C(C(CC(O1)OC2CC(CC3=C2C(=C4C(=C3O)C(=O)C5=C(C4=O)C(=CC=C5)OC)O)(C(=O)CO)O)N)O.Cl. Cell line: BT-549. Synergy scores: CSS=47.7, Synergy_ZIP=-7.57, Synergy_Bliss=-6.57, Synergy_Loewe=-3.02, Synergy_HSA=-2.01. (3) Drug 1: C1=CC(=CC=C1C#N)C(C2=CC=C(C=C2)C#N)N3C=NC=N3. Drug 2: CCN(CC)CCNC(=O)C1=C(NC(=C1C)C=C2C3=C(C=CC(=C3)F)NC2=O)C. Cell line: BT-549. Synergy scores: CSS=-3.70, Synergy_ZIP=2.04, Synergy_Bliss=-1.35, Synergy_Loewe=-4.68, Synergy_HSA=-4.87. (4) Drug 1: CN(C(=O)NC(C=O)C(C(C(CO)O)O)O)N=O. Drug 2: CC(C)CN1C=NC2=C1C3=CC=CC=C3N=C2N. Cell line: SR. Synergy scores: CSS=57.9, Synergy_ZIP=-3.62, Synergy_Bliss=-7.79, Synergy_Loewe=-1.43, Synergy_HSA=-3.67.